Task: Regression. Given a peptide amino acid sequence and an MHC pseudo amino acid sequence, predict their binding affinity value. This is MHC class I binding data.. Dataset: Peptide-MHC class I binding affinity with 185,985 pairs from IEDB/IMGT (1) The peptide sequence is FTLINWRSV. The MHC is HLA-A02:19 with pseudo-sequence HLA-A02:19. The binding affinity (normalized) is 0.0847. (2) The peptide sequence is YQPLLSNTL. The MHC is H-2-Kb with pseudo-sequence H-2-Kb. The binding affinity (normalized) is 0.140. (3) The peptide sequence is MPLVMAWRTI. The MHC is HLA-B35:01 with pseudo-sequence HLA-B35:01. The binding affinity (normalized) is 0.394. (4) The peptide sequence is IISTNTLGK. The MHC is HLA-A02:06 with pseudo-sequence HLA-A02:06. The binding affinity (normalized) is 0.0847. (5) The peptide sequence is EVFEIIRSY. The MHC is HLA-A03:01 with pseudo-sequence HLA-A03:01. The binding affinity (normalized) is 0.0847. (6) The peptide sequence is VTYNIKPVIV. The MHC is HLA-A02:03 with pseudo-sequence HLA-A02:03. The binding affinity (normalized) is 0.561. (7) The peptide sequence is RVIWMDAYK. The MHC is HLA-A11:01 with pseudo-sequence HLA-A11:01. The binding affinity (normalized) is 1.00. (8) The peptide sequence is KTFDSEYVK. The MHC is HLA-A03:01 with pseudo-sequence HLA-A03:01. The binding affinity (normalized) is 0.694. (9) The peptide sequence is RADEINAIL. The MHC is HLA-C05:01 with pseudo-sequence HLA-C05:01. The binding affinity (normalized) is 0.968.